This data is from Retrosynthesis with 50K atom-mapped reactions and 10 reaction types from USPTO. The task is: Predict the reactants needed to synthesize the given product. (1) Given the product CC(C)(C)OC(=O)NS(=O)(=O)Cl, predict the reactants needed to synthesize it. The reactants are: CC(C)(C)O.O=C=NS(=O)(=O)Cl. (2) Given the product CCOc1ccc(C(=O)NCCNC(=O)c2cn(-c3ccccc3)nc2C(F)(F)F)cc1, predict the reactants needed to synthesize it. The reactants are: CCOc1ccc(C(=O)NCCN)cc1.O=C(O)c1cn(-c2ccccc2)nc1C(F)(F)F. (3) Given the product CS(=O)c1cccc2c1C(=O)N1CCC[C@H]1c1c(C(=O)OC(C)(C)C)ncn1-2, predict the reactants needed to synthesize it. The reactants are: CSc1cccc2c1C(=O)N1CCC[C@H]1c1c(C(=O)OC(C)(C)C)ncn1-2.[OH-]. (4) Given the product O=C(NCc1ccccc1N1CCNCC1)c1cnc2c(-c3cccc(Cl)c3)cnn2c1, predict the reactants needed to synthesize it. The reactants are: CC(C)(C)OC(=O)N1CCN(c2ccccc2CNC(=O)c2cnc3c(-c4cccc(Cl)c4)cnn3c2)CC1. (5) Given the product Oc1c(F)c(F)c(F)c(F)c1F, predict the reactants needed to synthesize it. The reactants are: O=C(OC(=O)C(F)(F)F)C(F)(F)F.